Dataset: Full USPTO retrosynthesis dataset with 1.9M reactions from patents (1976-2016). Task: Predict the reactants needed to synthesize the given product. (1) Given the product [ClH:29].[NH2:7][CH2:8][CH:9]1[CH2:13][CH2:12][CH2:11][N:10]1[CH2:14][C@@H:15]([C:16]1[CH:25]=[CH:24][C:19]2[C:20](=[O:23])[O:21][CH2:22][C:18]=2[C:17]=1[CH3:26])[OH:27], predict the reactants needed to synthesize it. The reactants are: C(OC(=O)[NH:7][CH2:8][CH:9]1[CH2:13][CH2:12][CH2:11][N:10]1[CH2:14][C@H:15]([OH:27])[C:16]1[CH:25]=[CH:24][C:19]2[C:20](=[O:23])[O:21][CH2:22][C:18]=2[C:17]=1[CH3:26])(C)(C)C.[ClH:29]. (2) Given the product [CH2:1]([N:8]1[CH2:12][CH2:11][C:10]([NH:22][C:21](=[O:15])[CH3:20])([CH3:14])[CH2:9]1)[C:2]1[CH:7]=[CH:6][CH:5]=[CH:4][CH:3]=1, predict the reactants needed to synthesize it. The reactants are: [CH2:1]([N:8]1[CH2:12][CH2:11][C:10]([CH3:14])(O)[CH2:9]1)[C:2]1[CH:7]=[CH:6][CH:5]=[CH:4][CH:3]=1.[OH:15]S(O)(=O)=O.[CH3:20][C:21]#[N:22]. (3) Given the product [F:11][C:12]([F:17])([F:16])[C:13]([OH:15])=[O:14].[CH3:18][O:19][C:20]1[CH:21]=[C:22]([C@@:28]23[CH2:36][CH2:35][C@@H:34]([NH:37][C:38](=[O:48])[N:39]([C:41]4[CH:46]=[CH:45][C:44]([O:2][CH3:1])=[CH:43][CH:42]=4)[CH3:40])[CH2:33][C@@H:32]2[N:31]([CH3:49])[CH2:30][CH2:29]3)[CH:23]=[CH:24][C:25]=1[O:26][CH3:27], predict the reactants needed to synthesize it. The reactants are: [CH3:1][O:2]C1C=CC(NC)=CC=1.[F:11][C:12]([F:17])([F:16])[C:13]([OH:15])=[O:14].[CH3:18][O:19][C:20]1[CH:21]=[C:22]([C@@:28]23[CH2:36][CH2:35][C@@H:34]([NH:37][C:38](=[O:48])[N:39]([C:41]4[CH:46]=[CH:45][C:44](F)=[CH:43][CH:42]=4)[CH3:40])[CH2:33][C@@H:32]2[N:31]([CH3:49])[CH2:30][CH2:29]3)[CH:23]=[CH:24][C:25]=1[O:26][CH3:27]. (4) Given the product [NH:1]([C:8]1[N:9]([C:21]2[CH:26]=[CH:25][CH:24]=[CH:23][CH:22]=2)[C:10]2[C:15]([C:16](=[O:18])[CH:17]=1)=[C:14]([CH:53]([OH:56])[CH2:54][CH3:55])[C:13]([F:19])=[C:12]([Cl:20])[N:11]=2)[C:2]1[CH:7]=[CH:6][CH:5]=[CH:4][CH:3]=1, predict the reactants needed to synthesize it. The reactants are: [NH:1]([C:8]1[N:9]([C:21]2[CH:26]=[CH:25][CH:24]=[CH:23][CH:22]=2)[C:10]2[C:15]([C:16](=[O:18])[CH:17]=1)=[CH:14][C:13]([F:19])=[C:12]([Cl:20])[N:11]=2)[C:2]1[CH:7]=[CH:6][CH:5]=[CH:4][CH:3]=1.[Li]N1C(C)(C)CCCC1(C)C.CC1(C)CCCC(C)(C)N1.[Li]CCCC.[CH:53](=[O:56])[CH2:54][CH3:55]. (5) The reactants are: [Si:1]([C@@:8]1([OH:31])[C@@H:12]([CH2:13][O:14][Si:15]([C:18]([CH3:21])([CH3:20])[CH3:19])([CH3:17])[CH3:16])[O:11][C@@H:10]([N:22]2[CH:30]=[C:28]([CH3:29])[C:26](=[O:27])[NH:25][C:23]2=[O:24])[CH2:9]1)([C:4]([CH3:7])([CH3:6])[CH3:5])([CH3:3])[CH3:2].[C:32]([O:36][C:37](O[C:37]([O:36][C:32]([CH3:35])([CH3:34])[CH3:33])=[O:38])=[O:38])([CH3:35])([CH3:34])[CH3:33]. Given the product [Si:1]([C@@:8]1([OH:31])[C@@H:12]([CH2:13][O:14][Si:15]([C:18]([CH3:19])([CH3:20])[CH3:21])([CH3:17])[CH3:16])[O:11][C@@H:10]([N:22]2[CH:30]=[C:28]([CH3:29])[C:26](=[O:27])[N:25]([C:37]([O:36][C:32]([CH3:35])([CH3:34])[CH3:33])=[O:38])[C:23]2=[O:24])[CH2:9]1)([C:4]([CH3:5])([CH3:6])[CH3:7])([CH3:2])[CH3:3], predict the reactants needed to synthesize it. (6) Given the product [Br:28][CH2:10][C:7]1[CH:6]=[CH:5][C:4]([CH2:3][C:2]([F:15])([F:1])[C:11]([F:13])([F:12])[F:14])=[CH:9][CH:8]=1, predict the reactants needed to synthesize it. The reactants are: [F:1][C:2]([F:15])([C:11]([F:14])([F:13])[F:12])[CH2:3][C:4]1[CH:9]=[CH:8][C:7]([CH3:10])=[CH:6][CH:5]=1.N(C(C)(C)C#N)=NC(C)(C)C#N.[Br:28]N1C(=O)CCC1=O. (7) The reactants are: [CH3:1][S:2]([O:5]S(C)(=O)=O)(=O)=[O:3].C(N(C(C)C)C(C)C)C.[C:19]([O:23][C:24](=[O:39])[NH:25][C@@H:26]1[C:32](=[O:33])[N:31]([CH3:34])[C:30]2[CH:35]=[CH:36][CH:37]=[CH:38][C:29]=2[NH:28][CH2:27]1)([CH3:22])([CH3:21])[CH3:20].C(=O)([O-])[O-].[Na+].[Na+]. Given the product [C:19]([O:23][C:24](=[O:39])[NH:25][C@@H:26]1[C:32](=[O:33])[N:31]([CH3:34])[C:30]2[CH:35]=[CH:36][CH:37]=[CH:38][C:29]=2[N:28]([S:2]([CH3:1])(=[O:5])=[O:3])[CH2:27]1)([CH3:22])([CH3:20])[CH3:21], predict the reactants needed to synthesize it.